Dataset: TCR-epitope binding with 47,182 pairs between 192 epitopes and 23,139 TCRs. Task: Binary Classification. Given a T-cell receptor sequence (or CDR3 region) and an epitope sequence, predict whether binding occurs between them. The epitope is KAYNVTQAF. The TCR CDR3 sequence is CASSYRSSGNTIYF. Result: 1 (the TCR binds to the epitope).